From a dataset of Reaction yield outcomes from USPTO patents with 853,638 reactions. Predict the reaction yield, written as a fraction of the theoretical maximum amount of product (1.0 means a 100% yield; for example, 0.34 means a 34% yield). (1) The reactants are Br[C:2]1[S:6][C:5]([C:7]([O:9][CH3:10])=[O:8])=[N:4][CH:3]=1.C([Sn](CCCC)(CCCC)[C:16]1[CH:17]=[N:18][CH:19]=[CH:20][CH:21]=1)CCC.N#N.O1C=CC=C1P(C1OC=CC=1)C1OC=CC=1. The catalyst is O1CCOCC1.C1C=CC(/C=C/C(/C=C/C2C=CC=CC=2)=O)=CC=1.C1C=CC(/C=C/C(/C=C/C2C=CC=CC=2)=O)=CC=1.C1C=CC(/C=C/C(/C=C/C2C=CC=CC=2)=O)=CC=1.[Pd].[Pd]. The product is [N:18]1[CH:19]=[CH:20][CH:21]=[C:16]([C:2]2[S:6][C:5]([C:7]([O:9][CH3:10])=[O:8])=[N:4][CH:3]=2)[CH:17]=1. The yield is 0.460. (2) The reactants are [CH2:1]([O:3][C:4]1[CH:5]=[C:6]([CH:10]=[CH:11][C:12]=1[N+:13]([O-:15])=[O:14])[C:7]([OH:9])=O)[CH3:2].[CH3:16][N:17]1[CH2:22][CH2:21][CH:20]([NH2:23])[CH2:19][CH2:18]1.CCN(C(C)C)C(C)C.CN(C(ON1N=NC2C=CC=NC1=2)=[N+](C)C)C.F[P-](F)(F)(F)(F)F.[OH-].[Na+]. The catalyst is C(Cl)Cl.CN(C=O)C. The product is [CH2:1]([O:3][C:4]1[CH:5]=[C:6]([CH:10]=[CH:11][C:12]=1[N+:13]([O-:15])=[O:14])[C:7]([NH:23][CH:20]1[CH2:21][CH2:22][N:17]([CH3:16])[CH2:18][CH2:19]1)=[O:9])[CH3:2]. The yield is 0.710. (3) The reactants are [C:1]([CH2:3][C:4]([NH:6][C:7]1[CH:12]=[CH:11][CH:10]=[C:9]([NH:13][C:14]2[CH:19]=[CH:18][N:17]=[C:16]([NH:20][C:21]3[CH:26]=[CH:25][C:24]([N:27]4[CH2:32][CH2:31][O:30][CH2:29][CH2:28]4)=[CH:23][CH:22]=3)[N:15]=2)[CH:8]=1)=[O:5])#[N:2].[CH:33]1([CH:36]=O)[CH2:35][CH2:34]1.N1(CC(O)=O)CCCCC1. The catalyst is CCO. The product is [C:1]([C:3](=[CH:36][CH:33]1[CH2:35][CH2:34]1)[C:4]([NH:6][C:7]1[CH:12]=[CH:11][CH:10]=[C:9]([NH:13][C:14]2[CH:19]=[CH:18][N:17]=[C:16]([NH:20][C:21]3[CH:26]=[CH:25][C:24]([N:27]4[CH2:28][CH2:29][O:30][CH2:31][CH2:32]4)=[CH:23][CH:22]=3)[N:15]=2)[CH:8]=1)=[O:5])#[N:2]. The yield is 0.420. (4) The reactants are C([O:3][C:4]([C:6]1[N:14](S(C2C=CC=CC=2)(=O)=O)[C:13]2[C:8](=[N:9][C:10]([N:24](C(OC(C)(C)C)=O)[NH:25][C:26](OC(C)(C)C)=O)=[CH:11][CH:12]=2)[CH:7]=1)=[O:5])C.[OH-].[Na+].[CH3:42]C(O)=O. No catalyst specified. The product is [CH3:42][C:26]1[N:9]2[C:8]3[CH:7]=[C:6]([C:4]([OH:3])=[O:5])[NH:14][C:13]=3[CH:12]=[CH:11][C:10]2=[N:24][N:25]=1. The yield is 0.500. (5) The reactants are [OH:1][CH:2]1[CH2:6][CH2:5][N:4]([C:7]2[CH:8]=[CH:9][C:10]([C:13]([NH2:15])=[O:14])=[N:11][CH:12]=2)[CH2:3]1.[C:16](Cl)(=[O:27])[O:17][C:18]1[CH:23]=[CH:22][C:21]([N+:24]([O-:26])=[O:25])=[CH:20][CH:19]=1.CCN(C(C)C)C(C)C. The catalyst is N1C=CC=CC=1. The product is [C:16](=[O:27])([O:17][C:18]1[CH:19]=[CH:20][C:21]([N+:24]([O-:26])=[O:25])=[CH:22][CH:23]=1)[O:1][CH:2]1[CH2:6][CH2:5][N:4]([C:7]2[CH:12]=[N:11][C:10]([C:13](=[O:14])[NH2:15])=[CH:9][CH:8]=2)[CH2:3]1. The yield is 0.560.